From a dataset of Peptide-MHC class II binding affinity with 134,281 pairs from IEDB. Regression. Given a peptide amino acid sequence and an MHC pseudo amino acid sequence, predict their binding affinity value. This is MHC class II binding data. (1) The peptide sequence is DVKFPGGGQIVGGVY. The MHC is DRB3_0101 with pseudo-sequence DRB3_0101. The binding affinity (normalized) is 0.401. (2) The peptide sequence is GRKNGSFIIDGKSRK. The MHC is HLA-DQA10501-DQB10402 with pseudo-sequence HLA-DQA10501-DQB10402. The binding affinity (normalized) is 0. (3) The peptide sequence is NAEFTFQLNLTDSPE. The MHC is DRB1_0101 with pseudo-sequence DRB1_0101. The binding affinity (normalized) is 0.611. (4) The peptide sequence is MMFLSLGVGADQGCAR. The MHC is HLA-DQA10201-DQB10301 with pseudo-sequence HLA-DQA10201-DQB10301. The binding affinity (normalized) is 0.536. (5) The peptide sequence is RVIAQGPTATFEAMY. The MHC is DRB1_0802 with pseudo-sequence DRB1_0802. The binding affinity (normalized) is 0.539.